From a dataset of Forward reaction prediction with 1.9M reactions from USPTO patents (1976-2016). Predict the product of the given reaction. (1) Given the reactants [F:1][C:2]([F:27])([F:26])[CH2:3][N:4]1[C:8]([C:9]2[N:10]=[C:11]3[C:17]4[CH:18]=[CH:19][C:20](C(O)=O)=[CH:21][C:16]=4[O:15][CH2:14][CH2:13][N:12]3[CH:25]=2)=[N:7][CH:6]=[N:5]1.C([N:30](CC)CC)C.C1C=CC(OP(OC2C=CC=CC=2)(N=[N+]=[N-])=O)=CC=1.O, predict the reaction product. The product is: [F:26][C:2]([F:27])([F:1])[CH2:3][N:4]1[C:8]([C:9]2[N:10]=[C:11]3[C:17]4[CH:18]=[CH:19][C:20]([NH2:30])=[CH:21][C:16]=4[O:15][CH2:14][CH2:13][N:12]3[CH:25]=2)=[N:7][CH:6]=[N:5]1. (2) Given the reactants [C:1]1([C:7]2[O:11][C:10]([C:12]3[C:13]([NH2:24])=[N:14][CH:15]=[C:16]([C:18]4[CH2:19][CH2:20][NH:21][CH2:22][CH:23]=4)[N:17]=3)=[N:9][N:8]=2)[CH:6]=[CH:5][CH:4]=[CH:3][CH:2]=1.CCN(CC)CC.[CH2:32]([S:34](Cl)(=[O:36])=[O:35])[CH3:33], predict the reaction product. The product is: [CH2:32]([S:34]([N:21]1[CH2:20][CH:19]=[C:18]([C:16]2[N:17]=[C:12]([C:10]3[O:11][C:7]([C:1]4[CH:2]=[CH:3][CH:4]=[CH:5][CH:6]=4)=[N:8][N:9]=3)[C:13]([NH2:24])=[N:14][CH:15]=2)[CH2:23][CH2:22]1)(=[O:36])=[O:35])[CH3:33]. (3) Given the reactants [Cl:1][C:2]1[CH:9]=[CH:8][C:5]([C:6]#[N:7])=[C:4]([O:10][C:11]2[CH:16]=[CH:15][CH:14]=[C:13]([CH:17]=O)[C:12]=2[O:19][CH2:20][CH3:21])[CH:3]=1.CN.[C:24]([BH3-])#[N:25].[Na+].[C:28]([OH:35])(=[O:34])/[CH:29]=[CH:30]/[C:31]([OH:33])=[O:32], predict the reaction product. The product is: [C:28]([OH:35])(=[O:34])/[CH:29]=[CH:30]/[C:31]([OH:33])=[O:32].[Cl:1][C:2]1[CH:9]=[CH:8][C:5]([C:6]#[N:7])=[C:4]([O:10][C:11]2[CH:16]=[CH:15][CH:14]=[C:13]([CH2:17][NH:25][CH3:24])[C:12]=2[O:19][CH2:20][CH3:21])[CH:3]=1. (4) Given the reactants [Cl:1][C:2]1[C:10]([Cl:11])=[CH:9][CH:8]=[C:7](F)[C:3]=1[C:4]([NH2:6])=[O:5].C([O-])([O-])=O.[K+].[K+].[C:19]([NH:26][CH2:27][CH2:28][NH2:29])([O:21][C:22]([CH3:25])([CH3:24])[CH3:23])=[O:20].CC(N(C)C)=O, predict the reaction product. The product is: [C:4]([C:3]1[C:2]([Cl:1])=[C:10]([Cl:11])[CH:9]=[CH:8][C:7]=1[NH:29][CH2:28][CH2:27][NH:26][C:19](=[O:20])[O:21][C:22]([CH3:24])([CH3:23])[CH3:25])(=[O:5])[NH2:6].